From a dataset of Full USPTO retrosynthesis dataset with 1.9M reactions from patents (1976-2016). Predict the reactants needed to synthesize the given product. Given the product [Cl:1][C:2]1[CH:7]=[CH:6][CH:5]=[C:4]([Cl:8])[C:3]=1[CH2:9][S:10]([C:13]1[CH:14]=[C:15]2[C:19](=[CH:20][CH:21]=1)[NH:18][C:17](=[O:22])/[C:16]/2=[CH:23]\[C:24]1[NH:28][C:27]([CH3:29])=[C:26]([C:30]([N:40]2[CH2:35][CH2:34][CH2:39][C@@H:38]2[CH2:54][N:52]2[CH2:51][CH2:50][C@@H:49]([OH:59])[CH2:53]2)=[O:32])[C:25]=1[CH3:33])(=[O:11])=[O:12], predict the reactants needed to synthesize it. The reactants are: [Cl:1][C:2]1[CH:7]=[CH:6][CH:5]=[C:4]([Cl:8])[C:3]=1[CH2:9][S:10]([C:13]1[CH:14]=[C:15]2[C:19](=[CH:20][CH:21]=1)[NH:18][C:17](=[O:22])/[C:16]/2=[CH:23]\[C:24]1[NH:28][C:27]([CH3:29])=[C:26]([C:30]([OH:32])=O)[C:25]=1[CH3:33])(=[O:12])=[O:11].[CH:34]1[CH:35]=CC2N(O)N=[N:40][C:38]=2[CH:39]=1.CCN=C=N[CH2:49][CH2:50][CH2:51][N:52]([CH3:54])[CH3:53].CN(C=[O:59])C.